From a dataset of Retrosynthesis with 50K atom-mapped reactions and 10 reaction types from USPTO. Predict the reactants needed to synthesize the given product. (1) Given the product CCCC(NC(=O)C(CC(=O)N1CCOCC1)CC1CCCCC1)C(O)c1nnc(CC)o1, predict the reactants needed to synthesize it. The reactants are: CCCC(N)C(O)c1nnc(CC)o1.O=C(O)C(CC(=O)N1CCOCC1)CC1CCCCC1. (2) Given the product COc1cc2c(Nc3ccc(C)c(O)c3)c(C#N)cnc2cc1OCCN(C)C, predict the reactants needed to synthesize it. The reactants are: CNC.COc1cc2c(Nc3ccc(C)c(O)c3)c(C#N)cnc2cc1OCCCl. (3) The reactants are: C=CCN(c1c(C(=O)C=C)cnn1Cc1ccc(OC)cc1)[C@@H](C)COC. Given the product COC[C@H](C)N1CC=CC(=O)c2cnn(Cc3ccc(OC)cc3)c21, predict the reactants needed to synthesize it. (4) Given the product O=Cc1c(F)ccc(I)c1Cl, predict the reactants needed to synthesize it. The reactants are: CN(C)C=O.Fc1ccc(I)c(Cl)c1. (5) Given the product Cc1cnc(-c2nc3cc(Oc4cccnc4OC(F)F)c(Oc4ccc(S(C)(=O)=O)nc4)cc3[nH]2)cn1, predict the reactants needed to synthesize it. The reactants are: CS(=O)(=O)c1ccc(Oc2cc(N)c(N)cc2Oc2cccnc2OC(F)F)cn1.Cc1cnc(C(=O)O)cn1.